This data is from Forward reaction prediction with 1.9M reactions from USPTO patents (1976-2016). The task is: Predict the product of the given reaction. (1) Given the reactants Cl[C:2]1[C:3]2[N:4]([C:15]([CH2:19][CH2:20][CH3:21])=[N:16][C:17]=2[CH3:18])[C:5]2[N:11]=[C:10]([O:12][CH2:13][CH3:14])[CH:9]=[CH:8][C:6]=2[N:7]=1.[CH3:22][Mg]Br.[Cl-].[NH4+], predict the reaction product. The product is: [CH2:13]([O:12][C:10]1[CH:9]=[CH:8][C:6]2[N:7]=[C:2]([CH3:22])[C:3]3[N:4]([C:15]([CH2:19][CH2:20][CH3:21])=[N:16][C:17]=3[CH3:18])[C:5]=2[N:11]=1)[CH3:14]. (2) Given the reactants [Cl-].CS(C)=O.[CH2:6]([O:13][C@H:14]1[C@H:19]([O:20][CH2:21][C:22]2[CH:27]=[CH:26][CH:25]=[CH:24][CH:23]=2)[C@@H:18]([O:28][CH2:29][C:30]2[CH:35]=[CH:34][CH:33]=[CH:32][CH:31]=2)[C@H:17]([C:36]2[CH:41]=[CH:40][C:39]([Cl:42])=[C:38]([CH2:43][C:44]3[CH:49]=[CH:48][C:47]([O:50][CH2:51][CH3:52])=[CH:46][CH:45]=3)[CH:37]=2)[O:16][C@@H:15]1[CH2:53][OH:54])[C:7]1[CH:12]=[CH:11][CH:10]=[CH:9][CH:8]=1.C(N(CC)CC)C.[OH-:62].[Na+].[CH2:64]=O, predict the reaction product. The product is: [CH2:6]([O:13][C@H:14]1[C@H:19]([O:20][CH2:21][C:22]2[CH:23]=[CH:24][CH:25]=[CH:26][CH:27]=2)[C@@H:18]([O:28][CH2:29][C:30]2[CH:35]=[CH:34][CH:33]=[CH:32][CH:31]=2)[C@H:17]([C:36]2[CH:41]=[CH:40][C:39]([Cl:42])=[C:38]([CH2:43][C:44]3[CH:45]=[CH:46][C:47]([O:50][CH2:51][CH3:52])=[CH:48][CH:49]=3)[CH:37]=2)[O:16][C:15]1([CH2:64][OH:62])[CH2:53][OH:54])[C:7]1[CH:8]=[CH:9][CH:10]=[CH:11][CH:12]=1. (3) Given the reactants O1CCCCC1[N:7]1[C:15]2[C:10](=[CH:11][C:12]([C:16]3[N:20]=[CH:19][N:18](C(C4C=CC=CC=4)(C4C=CC=CC=4)C4C=CC=CC=4)[N:17]=3)=[CH:13][CH:14]=2)[C:9]([C:40]2[CH:41]=[C:42]([CH:47]=[CH:48][CH:49]=2)[C:43](OC)=[O:44])=[N:8]1.O.[OH-].[Li+].[NH2:53][C@H:54]1[C:62]2[C:57](=[CH:58][CH:59]=[CH:60][CH:61]=2)[CH2:56][CH2:55]1.O.ON1C2C=CC=CC=2N=N1.Cl.CN(C)CCCN=C=NCC, predict the reaction product. The product is: [NH:17]1[C:16]([C:12]2[CH:11]=[C:10]3[C:15](=[CH:14][CH:13]=2)[NH:7][N:8]=[C:9]3[C:40]2[CH:41]=[C:42]([C:43]([NH:53][C@H:54]3[C:62]4[C:57](=[CH:58][CH:59]=[CH:60][CH:61]=4)[CH2:56][CH2:55]3)=[O:44])[CH:47]=[CH:48][CH:49]=2)=[N:20][CH:19]=[N:18]1. (4) Given the reactants [CH:1]([C:3]1[C:8]([C:9]2[C:10]([CH:18]=[O:19])=[CH:11][C:12]3[O:16][CH2:15][O:14][C:13]=3[CH:17]=2)=[C:7]([O:20][CH3:21])[C:6]([O:22][CH3:23])=[C:5]([O:24][CH3:25])[CH:4]=1)=[O:2].[BH4-].[Na+].O.C(OCC)(=O)C, predict the reaction product. The product is: [OH:2][CH2:1][C:3]1[C:8]([C:9]2[C:10]([CH2:18][OH:19])=[CH:11][C:12]3[O:16][CH2:15][O:14][C:13]=3[CH:17]=2)=[C:7]([O:20][CH3:21])[C:6]([O:22][CH3:23])=[C:5]([O:24][CH3:25])[CH:4]=1. (5) Given the reactants Br[C:2]1[CH:10]=[CH:9][CH:8]=[C:7]2[C:3]=1[CH:4]=[C:5]([C:20]1[CH:27]=[CH:26][C:23]([CH:24]=[O:25])=[CH:22][CH:21]=1)[N:6]2[S:11]([C:14]1[CH:19]=[CH:18][CH:17]=[CH:16][CH:15]=1)(=[O:13])=[O:12].[CH3:28][N:29]1[CH:33]=[C:32](B2OC(C)(C)C(C)(C)O2)[C:31]([C:43]2[CH:48]=[CH:47][C:46]([N+:49]([O-:51])=[O:50])=[CH:45][CH:44]=2)=[N:30]1, predict the reaction product. The product is: [CH3:28][N:29]1[CH:33]=[C:32]([C:2]2[CH:10]=[CH:9][CH:8]=[C:7]3[C:3]=2[CH:4]=[C:5]([C:20]2[CH:27]=[CH:26][C:23]([CH:24]=[O:25])=[CH:22][CH:21]=2)[N:6]3[S:11]([C:14]2[CH:15]=[CH:16][CH:17]=[CH:18][CH:19]=2)(=[O:12])=[O:13])[C:31]([C:43]2[CH:44]=[CH:45][C:46]([N+:49]([O-:51])=[O:50])=[CH:47][CH:48]=2)=[N:30]1. (6) Given the reactants [Br:1]Br.[S:3]1[C:12]2[CH2:11][CH2:10][C:9]3[CH:13]=[CH:14][CH:15]=[CH:16][C:8]=3[C:7](=[C:17]3[CH2:22][CH2:21][N:20]([CH3:23])[CH2:19][CH2:18]3)[C:6]=2[CH:5]=[CH:4]1.C(=O)(O)[O-].[Na+], predict the reaction product. The product is: [Br:1][C:4]1[S:3][C:12]2[CH2:11][CH2:10][C:9]3[CH:13]=[CH:14][CH:15]=[CH:16][C:8]=3[C:7](=[C:17]3[CH2:22][CH2:21][N:20]([CH3:23])[CH2:19][CH2:18]3)[C:6]=2[CH:5]=1.